This data is from Full USPTO retrosynthesis dataset with 1.9M reactions from patents (1976-2016). The task is: Predict the reactants needed to synthesize the given product. Given the product [NH2:1][C:4]1[CH:5]=[C:6]([NH:10][C:11](=[O:22])[C:12]2[CH:17]=[CH:16][CH:15]=[C:14]([C:18]([F:19])([F:20])[F:21])[CH:13]=2)[CH:7]=[CH:8][CH:9]=1, predict the reactants needed to synthesize it. The reactants are: [N+:1]([C:4]1[CH:5]=[C:6]([NH:10][C:11](=[O:22])[C:12]2[CH:17]=[CH:16][CH:15]=[C:14]([C:18]([F:21])([F:20])[F:19])[CH:13]=2)[CH:7]=[CH:8][CH:9]=1)([O-])=O.S(S([O-])=O)([O-])=O.[Na+].[Na+].